Task: Predict the product of the given reaction.. Dataset: Forward reaction prediction with 1.9M reactions from USPTO patents (1976-2016) (1) Given the reactants C(NC(C)C)(C)C.[Li]CCCC.CCCCCC.[Br:19][C:20]1[CH:25]=[CH:24][CH:23]=[C:22]([F:26])[CH:21]=1.[C:27]1(=[O:33])[CH2:32][CH2:31][CH2:30][CH2:29][CH2:28]1, predict the reaction product. The product is: [Br:19][C:20]1[CH:25]=[CH:24][CH:23]=[C:22]([F:26])[C:21]=1[C:27]1([OH:33])[CH2:32][CH2:31][CH2:30][CH2:29][CH2:28]1. (2) Given the reactants C([N:3]([CH2:6]C)CC)C.C1(P(N=[N+]=[N-])(C2C=CC=CC=2)=[O:15])C=CC=CC=1.[C:25]([OH:29])([CH3:28])([CH3:27])[CH3:26].C([C:33]1[N:34]=[CH:35][C:36]([C:39]2[N:43]([C:44]3[CH:45]=[N:46][CH:47]=[CH:48][CH:49]=3)[N:42]=[C:41]([C:50]([O:52][CH2:53][CH3:54])=[O:51])[CH:40]=2)=[N:37][CH:38]=1)(O)=O, predict the reaction product. The product is: [C:25]([O:29][C:6]([NH:3][C:33]1[N:34]=[CH:35][C:36]([C:39]2[N:43]([C:44]3[CH:45]=[N:46][CH:47]=[CH:48][CH:49]=3)[N:42]=[C:41]([C:50]([O:52][CH2:53][CH3:54])=[O:51])[CH:40]=2)=[N:37][CH:38]=1)=[O:15])([CH3:28])([CH3:27])[CH3:26]. (3) Given the reactants [N+:1]([C:4]1[CH:11]=[CH:10][CH:9]=[C:8]([O:12][CH2:13][C:14]2[CH:19]=[CH:18][CH:17]=[C:16](OC)[CH:15]=2)[C:5]=1[C:6]#[N:7])([O-])=O.CC(C)=O.[Cl-].[NH4+], predict the reaction product. The product is: [NH2:1][C:4]1[CH:11]=[CH:10][CH:9]=[C:8]([O:12][CH2:13][C:14]2[CH:19]=[CH:18][CH:17]=[CH:16][CH:15]=2)[C:5]=1[C:6]#[N:7]. (4) Given the reactants [Li]CCCC.[CH3:6][O:7][C:8]1[CH:13]=[CH:12][C:11]([C:14]([F:20])([F:19])[C:15]([F:18])([F:17])[F:16])=[CH:10][CH:9]=1.[C:21](Cl)(=[O:23])[CH3:22], predict the reaction product. The product is: [CH3:6][O:7][C:8]1[CH:9]=[CH:10][C:11]([C:14]([F:19])([F:20])[C:15]([F:16])([F:17])[F:18])=[CH:12][C:13]=1[C:21](=[O:23])[CH3:22]. (5) The product is: [Cl:21][C:19]1[C:18]([Cl:22])=[CH:17][C:3]2[N:4]([C:5]3[CH:10]=[CH:9][C:8]([CH2:11][C:12]([O:14][CH2:15][CH3:16])=[O:13])=[CH:7][CH:6]=3)[C:23]([CH2:24][CH3:25])=[N:1][C:2]=2[CH:20]=1. Given the reactants [NH2:1][C:2]1[CH:20]=[C:19]([Cl:21])[C:18]([Cl:22])=[CH:17][C:3]=1[NH:4][C:5]1[CH:10]=[CH:9][C:8]([CH2:11][C:12]([O:14][CH2:15][CH3:16])=[O:13])=[CH:7][CH:6]=1.[C:23](Cl)(=O)[CH2:24][CH3:25], predict the reaction product. (6) The product is: [C:6]([C:8]1[CH:9]=[CH:10][C:11]([CH2:12][CH:13](/[CH:26]=[CH:27]/[C:28]2[CH:33]=[CH:32][CH:31]=[CH:30][C:29]=2[O:34][CH2:35][CH2:36][CH2:37][CH2:38][CH2:39][N:40]2[CH2:44][CH2:43][O:42][C:41]2=[O:45])[CH2:14][CH2:15][C:16]2[CH:17]=[CH:18][C:19]([C:20]([OH:22])=[O:21])=[CH:24][CH:25]=2)=[CH:46][CH:47]=1)([OH:7])=[O:5]. Given the reactants O.[OH-].[Li+].C[O:5][C:6]([C:8]1[CH:47]=[CH:46][C:11]([CH2:12][CH:13](/[CH:26]=[CH:27]/[C:28]2[CH:33]=[CH:32][CH:31]=[CH:30][C:29]=2[O:34][CH2:35][CH2:36][CH2:37][CH2:38][CH2:39][N:40]2[CH2:44][CH2:43][O:42][C:41]2=[O:45])[CH2:14][CH2:15][C:16]2[CH:25]=[CH:24][C:19]([C:20]([O:22]C)=[O:21])=[CH:18][CH:17]=2)=[CH:10][CH:9]=1)=[O:7].Cl, predict the reaction product.